Task: Predict which catalyst facilitates the given reaction.. Dataset: Catalyst prediction with 721,799 reactions and 888 catalyst types from USPTO (1) Reactant: C([O:3][C:4](=[O:27])[CH2:5][C:6]1[N:7]=[C:8]([NH:11][C:12](=[O:26])[C:13]([O:17][C:18]2[CH:23]=[CH:22][C:21]([F:24])=[CH:20][C:19]=2[F:25])([CH3:16])[CH2:14][CH3:15])[S:9][CH:10]=1)C.[OH-].[Na+]. Product: [F:25][C:19]1[CH:20]=[C:21]([F:24])[CH:22]=[CH:23][C:18]=1[O:17][C:13]([CH3:16])([CH2:14][CH3:15])[C:12]([NH:11][C:8]1[S:9][CH:10]=[C:6]([CH2:5][C:4]([OH:27])=[O:3])[N:7]=1)=[O:26]. The catalyst class is: 24. (2) Reactant: CN1CCOCC1.ON1C2C=CC=CC=2N=N1.Cl.C(N=C=NCCCN(C)C)C.[CH2:30]([CH2:32][NH2:33])[OH:31].[CH3:34][C:35]1[C:40]([CH:41]([C:51]2[C:56]([F:57])=[CH:55][CH:54]=[C:53]([F:58])[C:52]=2[F:59])[S:42]([CH2:45][CH2:46][C:47]([F:50])([F:49])[F:48])(=[O:44])=[O:43])=[CH:39][N:38]=[C:37]([C:60](O)=[O:61])[CH:36]=1. Product: [OH:31][CH2:30][CH2:32][NH:33][C:60]([C:37]1[CH:36]=[C:35]([CH3:34])[C:40]([CH:41]([C:51]2[C:56]([F:57])=[CH:55][CH:54]=[C:53]([F:58])[C:52]=2[F:59])[S:42]([CH2:45][CH2:46][C:47]([F:50])([F:49])[F:48])(=[O:43])=[O:44])=[CH:39][N:38]=1)=[O:61]. The catalyst class is: 229. (3) Reactant: Br[C:2]1[CH:7]=[C:6]([Cl:8])[C:5]([N:9]2[C:13]3=[N:14][C:15]([CH2:19][C:20]4[CH:25]=[CH:24][CH:23]=[C:22]([O:26][CH3:27])[CH:21]=4)=[N:16][C:17](=[O:18])[C:12]3=[C:11]([CH:28]([CH3:30])[CH3:29])[NH:10]2)=[C:4]([Cl:31])[CH:3]=1.C([Mg]Cl)(C)C.CN([CH:40]=[O:41])C. Product: [Cl:8][C:6]1[CH:7]=[C:2]([CH:40]=[O:41])[CH:3]=[C:4]([Cl:31])[C:5]=1[N:9]1[C:13]2=[N:14][C:15]([CH2:19][C:20]3[CH:25]=[CH:24][CH:23]=[C:22]([O:26][CH3:27])[CH:21]=3)=[N:16][C:17](=[O:18])[C:12]2=[C:11]([CH:28]([CH3:30])[CH3:29])[NH:10]1. The catalyst class is: 1. (4) The catalyst class is: 22. Reactant: [NH2:1][C:2]1[CH:3]=[C:4]([NH:9][C:10]2[N:14]([CH3:15])[C:13]3[CH:16]=[CH:17][C:18]([O:20][C:21]4[CH:26]=[CH:25][N:24]=[C:23]([C:27]([NH:29][CH3:30])=[O:28])[CH:22]=4)=[CH:19][C:12]=3[N:11]=2)[CH:5]=[CH:6][C:7]=1[Cl:8].Br[CH2:32][CH2:33][CH2:34][CH2:35][C:36](Cl)=[O:37].P([O-])([O-])([O-])=O.[Na+].[Na+].[Na+].C[Si]([N-][Si](C)(C)C)(C)C.[K+]. Product: [Cl:8][C:7]1[CH:6]=[CH:5][C:4]([NH:9][C:10]2[N:14]([CH3:15])[C:13]3[CH:16]=[CH:17][C:18]([O:20][C:21]4[CH:26]=[CH:25][N:24]=[C:23]([C:27]([NH:29][CH3:30])=[O:28])[CH:22]=4)=[CH:19][C:12]=3[N:11]=2)=[CH:3][C:2]=1[N:1]1[CH2:32][CH2:33][CH2:34][CH2:35][C:36]1=[O:37]. (5) Reactant: [C:1]([C:4]([C:15]([O:17][CH2:18][CH3:19])=[O:16])([CH2:10][CH2:11][C:12]([OH:14])=O)[CH2:5][CH2:6]C(O)=O)(=[O:3])[CH3:2].C([O-])(=O)C.[K+]. Product: [C:1]([C:4]1([C:15]([O:17][CH2:18][CH3:19])=[O:16])[CH2:5][CH2:6][C:12](=[O:14])[CH2:11][CH2:10]1)(=[O:3])[CH3:2]. The catalyst class is: 152. (6) Reactant: C(Cl)(Cl)Cl.C(O)(=O)C.[S:9]1[CH:13]=[CH:12][C:11]([CH2:14][C:15]([O:17][CH2:18][CH3:19])=[O:16])=[CH:10]1.C1C(=O)N([Br:27])C(=O)C1. Product: [Br:27][C:10]1[S:9][CH:13]=[CH:12][C:11]=1[CH2:14][C:15]([O:17][CH2:18][CH3:19])=[O:16]. The catalyst class is: 6. (7) Reactant: [Cl:1][C:2]1[CH:7]=[CH:6][C:5]([C:8]2[C:17]3[C:12](=[CH:13][CH:14]=[CH:15][CH:16]=3)[C:11]([NH:18][C:19]3[CH:24]=[CH:23][C:22]([S:25][C:26]4[C:35]5[C:30](=[CH:31][CH:32]=[C:33]([OH:36])[CH:34]=5)[N:29]=[CH:28][CH:27]=4)=[CH:21][CH:20]=3)=[N:10][N:9]=2)=[CH:4][CH:3]=1.[H-].[Na+].Cl[CH2:40][CH2:41][S:42]([CH3:45])(=[O:44])=[O:43].[Na+].[I-]. Product: [Cl:1][C:2]1[CH:3]=[CH:4][C:5]([C:8]2[C:17]3[C:12](=[CH:13][CH:14]=[CH:15][CH:16]=3)[C:11]([NH:18][C:19]3[CH:24]=[CH:23][C:22]([S:25][C:26]4[C:35]5[C:30](=[CH:31][CH:32]=[C:33]([O:36][CH2:40][CH2:41][S:42]([CH3:45])(=[O:44])=[O:43])[CH:34]=5)[N:29]=[CH:28][CH:27]=4)=[CH:21][CH:20]=3)=[N:10][N:9]=2)=[CH:6][CH:7]=1. The catalyst class is: 1.